Dataset: Full USPTO retrosynthesis dataset with 1.9M reactions from patents (1976-2016). Task: Predict the reactants needed to synthesize the given product. (1) Given the product [ClH:28].[F:1][C:2]1[CH:7]=[CH:6][C:5]([C:8]2([OH:27])[CH2:9][CH:10]3[CH:14]([CH2:13][CH:12]([NH:16][CH2:17][C:18]([N:20]4[CH2:24][CH2:23][S:22][CH:21]4[C:25]#[N:26])=[O:19])[CH2:11]3)[CH2:15]2)=[CH:4][CH:3]=1, predict the reactants needed to synthesize it. The reactants are: [F:1][C:2]1[CH:7]=[CH:6][C:5]([C:8]2([OH:27])[CH2:15][CH:14]3[CH:10]([CH2:11][CH:12]([NH:16][CH2:17][C:18]([N:20]4[CH2:24][CH2:23][S:22][CH:21]4[C:25]#[N:26])=[O:19])[CH2:13]3)[CH2:9]2)=[CH:4][CH:3]=1.[ClH:28]. (2) Given the product [F:15][C:16]1[CH:17]=[C:18]([C:2]2[N:7]=[N:6][C:5]([NH2:8])=[N:4][C:3]=2[C:9]2[CH:14]=[CH:13][CH:12]=[CH:11][CH:10]=2)[CH:19]=[C:20]([F:22])[CH:21]=1, predict the reactants needed to synthesize it. The reactants are: Br[C:2]1[N:7]=[N:6][C:5]([NH2:8])=[N:4][C:3]=1[C:9]1[CH:14]=[CH:13][CH:12]=[CH:11][CH:10]=1.[F:15][C:16]1[CH:17]=[C:18](B(O)O)[CH:19]=[C:20]([F:22])[CH:21]=1.